This data is from Peptide-MHC class II binding affinity with 134,281 pairs from IEDB. The task is: Regression. Given a peptide amino acid sequence and an MHC pseudo amino acid sequence, predict their binding affinity value. This is MHC class II binding data. The binding affinity (normalized) is 0.253. The peptide sequence is RNNYRDSFNNFDASI. The MHC is H-2-IAb with pseudo-sequence H-2-IAb.